From a dataset of Reaction yield outcomes from USPTO patents with 853,638 reactions. Predict the reaction yield, written as a fraction of the theoretical maximum amount of product (1.0 means a 100% yield; for example, 0.34 means a 34% yield). The reactants are [OH:1][NH:2][C:3]([N:5]1[CH2:10][CH2:9][CH:8]([C:11]2[CH:12]=[CH:13][C:14]([CH2:17][O:18][C:19]3[CH:24]=[CH:23][C:22]([S:25]([CH3:28])(=[O:27])=[O:26])=[CH:21][CH:20]=3)=[N:15][CH:16]=2)[CH2:7][CH2:6]1)=[NH:4].[C:29](O)(=O)[CH:30]([CH3:32])[CH3:31].O.ON1C2C=CC=CC=2N=N1.C(N(CC)C(C)C)(C)C.Cl.CN(C)CCCN=C=NCC.C(=O)([O-])O.[Na+]. The catalyst is CN(C)C=O. The product is [CH:30]([C:32]1[O:1][N:2]=[C:3]([N:5]2[CH2:10][CH2:9][CH:8]([C:11]3[CH:12]=[CH:13][C:14]([CH2:17][O:18][C:19]4[CH:20]=[CH:21][C:22]([S:25]([CH3:28])(=[O:27])=[O:26])=[CH:23][CH:24]=4)=[N:15][CH:16]=3)[CH2:7][CH2:6]2)[N:4]=1)([CH3:31])[CH3:29]. The yield is 0.530.